This data is from Full USPTO retrosynthesis dataset with 1.9M reactions from patents (1976-2016). The task is: Predict the reactants needed to synthesize the given product. (1) Given the product [CH2:15]([O:14][C:11](=[O:13])[CH2:12][C:18]1[S:19][C:20]2[CH:26]=[C:25]([C:27]([O:29][C:30]([CH3:33])([CH3:32])[CH3:31])=[O:28])[CH:24]=[CH:23][C:21]=2[N:22]=1)[CH3:16], predict the reactants needed to synthesize it. The reactants are: C[Si]([N-][Si](C)(C)C)(C)C.[Na+].[C:11]([O:14][CH2:15][CH3:16])(=[O:13])[CH3:12].Cl[C:18]1[S:19][C:20]2[CH:26]=[C:25]([C:27]([O:29][C:30]([CH3:33])([CH3:32])[CH3:31])=[O:28])[CH:24]=[CH:23][C:21]=2[N:22]=1.Cl. (2) Given the product [C:27]([N:18]1[CH2:19][CH2:20][CH:15]([N:14]2[C:13]3[CH:21]=[CH:22][CH:23]=[CH:24][C:12]=3[N:11]=[C:10]2[NH:9][C:7](=[O:8])[C:6]2[CH:5]=[CH:4][C:3]([Cl:2])=[CH:26][CH:25]=2)[CH2:16][CH2:17]1)(=[O:30])[CH:28]=[CH2:29], predict the reactants needed to synthesize it. The reactants are: Cl.[Cl:2][C:3]1[CH:26]=[CH:25][C:6]([C:7]([NH:9][C:10]2[N:14]([CH:15]3[CH2:20][CH2:19][NH:18][CH2:17][CH2:16]3)[C:13]3[CH:21]=[CH:22][CH:23]=[CH:24][C:12]=3[N:11]=2)=[O:8])=[CH:5][CH:4]=1.[C:27](Cl)(=[O:30])[CH:28]=[CH2:29].C(Cl)Cl.CO. (3) The reactants are: C([N:8]1[CH2:13][CH2:12][N:11]([CH:14]([CH2:19][C:20]([O:22][CH3:23])=[O:21])[C:15]([O:17][CH3:18])=[O:16])[CH2:10][CH2:9]1)C1C=CC=CC=1.[H][H].[ClH:26]. Given the product [ClH:26].[ClH:26].[N:11]1([CH:14]([CH2:19][C:20]([O:22][CH3:23])=[O:21])[C:15]([O:17][CH3:18])=[O:16])[CH2:12][CH2:13][NH:8][CH2:9][CH2:10]1, predict the reactants needed to synthesize it. (4) Given the product [F:5][C:6]1[CH:11]=[CH:10][C:9]([CH:12]([C:14]2[CH:19]=[CH:18][CH:17]=[CH:16][CH:15]=2)[N:25]2[CH2:30][CH2:29][NH:28][CH2:27][CH2:26]2)=[CH:8][CH:7]=1, predict the reactants needed to synthesize it. The reactants are: S(Cl)(Cl)=O.[F:5][C:6]1[CH:11]=[CH:10][C:9]([CH:12]([C:14]2[CH:19]=[CH:18][CH:17]=[CH:16][CH:15]=2)O)=[CH:8][CH:7]=1.C(=O)([O-])O.[Na+].[NH:25]1[CH2:30][CH2:29][NH:28][CH2:27][CH2:26]1.[I-].[K+].C(=O)([O-])[O-].[K+].[K+]. (5) Given the product [Cl:36][C:32]1[CH:31]=[C:30]([C:27]2[CH:28]=[CH:29][C:12]3[N:11]4[CH2:16][C@H:15]([C@H:9]([OH:8])[CH2:10]4)[N:14]([C:17]([NH:19][C:20]4[CH:25]=[CH:24][CH:23]=[CH:22][N:21]=4)=[O:18])[C:13]=3[N:26]=2)[CH:35]=[CH:34][CH:33]=1, predict the reactants needed to synthesize it. The reactants are: [Si]([O:8][C@H:9]1[C@H:15]2[CH2:16][N:11]([C:12]3[CH:29]=[CH:28][C:27]([C:30]4[CH:35]=[CH:34][CH:33]=[C:32]([Cl:36])[CH:31]=4)=[N:26][C:13]=3[N:14]2[C:17]([NH:19][C:20]2[CH:25]=[CH:24][CH:23]=[CH:22][N:21]=2)=[O:18])[CH2:10]1)(C(C)(C)C)(C)C. (6) Given the product [Cl:1][C:2]1[N:3]=[CH:4][C:5]([NH2:10])=[C:6]([O:8][CH3:9])[CH:7]=1, predict the reactants needed to synthesize it. The reactants are: [Cl:1][C:2]1[CH:7]=[C:6]([O:8][CH3:9])[C:5]([N+:10]([O-])=O)=[CH:4][N:3]=1.[Cl-].[NH4+]. (7) Given the product [CH3:1][O:2][C:5]1[CH:10]=[C:9]([CH2:11][OH:12])[CH:8]=[C:7]([CH3:13])[N:6]=1, predict the reactants needed to synthesize it. The reactants are: [CH3:1][O-:2].[Na+].Cl[C:5]1[CH:10]=[C:9]([CH2:11][OH:12])[CH:8]=[C:7]([CH3:13])[N:6]=1.